From a dataset of NCI-60 drug combinations with 297,098 pairs across 59 cell lines. Regression. Given two drug SMILES strings and cell line genomic features, predict the synergy score measuring deviation from expected non-interaction effect. Drug 1: CC1OCC2C(O1)C(C(C(O2)OC3C4COC(=O)C4C(C5=CC6=C(C=C35)OCO6)C7=CC(=C(C(=C7)OC)O)OC)O)O. Drug 2: CN1C2=C(C=C(C=C2)N(CCCl)CCCl)N=C1CCCC(=O)O.Cl. Cell line: NCI-H460. Synergy scores: CSS=40.0, Synergy_ZIP=1.76, Synergy_Bliss=1.33, Synergy_Loewe=-28.9, Synergy_HSA=1.45.